Dataset: Reaction yield outcomes from USPTO patents with 853,638 reactions. Task: Predict the reaction yield, written as a fraction of the theoretical maximum amount of product (1.0 means a 100% yield; for example, 0.34 means a 34% yield). (1) The reactants are Cl[CH2:2][C:3]([NH:5][C:6]1[N:7]=[C:8]2[CH:13]=[CH:12][C:11]([O:14][C:15]3[CH:16]=[C:17]([NH:21][C:22](=[O:33])[C:23]4[CH:28]=[CH:27][CH:26]=[C:25]([C:29]([F:32])([F:31])[F:30])[CH:24]=4)[CH:18]=[CH:19][CH:20]=3)=[N:10][N:9]2[CH:34]=1)=[O:4].[NH:35]1[CH2:40][CH2:39][O:38][CH2:37][CH2:36]1. The catalyst is C(#N)C. The product is [N:35]1([CH2:2][C:3]([NH:5][C:6]2[N:7]=[C:8]3[CH:13]=[CH:12][C:11]([O:14][C:15]4[CH:16]=[C:17]([NH:21][C:22](=[O:33])[C:23]5[CH:28]=[CH:27][CH:26]=[C:25]([C:29]([F:32])([F:31])[F:30])[CH:24]=5)[CH:18]=[CH:19][CH:20]=4)=[N:10][N:9]3[CH:34]=2)=[O:4])[CH2:40][CH2:39][O:38][CH2:37][CH2:36]1. The yield is 0.870. (2) The reactants are [CH2:1]([O:3][C:4](=[O:16])[C:5]([CH2:11][C:12]([F:15])([F:14])[F:13])=[CH:6][C:7]([F:10])([F:9])[F:8])[CH3:2]. The catalyst is C1COCC1.[Pd]. The product is [CH2:1]([O:3][C:4](=[O:16])[CH:5]([CH2:11][C:12]([F:13])([F:14])[F:15])[CH2:6][C:7]([F:8])([F:10])[F:9])[CH3:2]. The yield is 1.00. (3) The yield is 0.700. No catalyst specified. The product is [CH3:1][C:2]1[C:6]([CH2:7][NH:47][C:48]2[CH:53]=[CH:52][CH:51]=[CH:50][CH:49]=2)=[CH:5][N:4]([C:9]2[CH:14]=[CH:13][N:12]=[C:11]3[N:15]([CH2:18][O:19][CH2:20][CH2:21][Si:22]([CH3:25])([CH3:24])[CH3:23])[CH:16]=[CH:17][C:10]=23)[N:3]=1. The reactants are [CH3:1][C:2]1[C:6]([CH:7]=O)=[CH:5][N:4]([C:9]2[CH:14]=[CH:13][N:12]=[C:11]3[N:15]([CH2:18][O:19][CH2:20][CH2:21][Si:22]([CH3:25])([CH3:24])[CH3:23])[CH:16]=[CH:17][C:10]=23)[N:3]=1.C(Cl)Cl.C(O)(=O)C.C(O[BH-](OC(=O)C)OC(=O)C)(=O)C.[Na+].[NH2:47][C:48]1[CH:53]=[CH:52][CH:51]=[CH:50][CH:49]=1. (4) The reactants are [NH2:1][C@@H:2]1[CH:7]2[CH2:8][CH2:9][N:4]([CH2:5][CH2:6]2)[C@H:3]1[CH2:10][C:11]1[CH:12]=[N:13][CH:14]=[CH:15][CH:16]=1.C(N(CC)CC)C.[O:24]1[C:28]2[CH:29]=[CH:30][CH:31]=[CH:32][C:27]=2[CH:26]=[C:25]1[C:33](O)=[O:34].C(=O)([O-])[O-].[K+].[K+]. The catalyst is ClCCl. The product is [N:13]1[CH:14]=[CH:15][CH:16]=[C:11]([CH2:10][C@H:3]2[C@H:2]([NH:1][C:33]([C:25]3[O:24][C:28]4[CH:29]=[CH:30][CH:31]=[CH:32][C:27]=4[CH:26]=3)=[O:34])[CH:7]3[CH2:6][CH2:5][N:4]2[CH2:9][CH2:8]3)[CH:12]=1. The yield is 0.770. (5) The catalyst is CO. The product is [CH2:15]([O:14][C:8]1[C:7]([CH2:22][OH:23])=[N:6][CH:5]=[C:4]([C:9]=1[OH:10])[C:3]([OH:27])=[O:2])[C:16]1[CH:17]=[CH:18][CH:19]=[CH:20][CH:21]=1. The yield is 0.680. The reactants are C[O:2][C:3](=[O:27])[C:4]1[C:9]([O:10]C(=O)C)=[C:8]([O:14][CH2:15][C:16]2[CH:21]=[CH:20][CH:19]=[CH:18][CH:17]=2)[C:7]([CH2:22][O:23]C(=O)C)=[N:6][CH:5]=1.[OH-].[Na+].C(OCC)C.Cl. (6) The reactants are [OH:1][C:2]1[CH:7]=[CH:6][C:5](B(O)O)=[CH:4][CH:3]=1.Cl[C:12]1[N:17]=[CH:16][C:15]([F:18])=[CH:14][N:13]=1. No catalyst specified. The product is [F:18][C:15]1[CH:14]=[N:13][C:12]([C:5]2[CH:6]=[CH:7][C:2]([OH:1])=[CH:3][CH:4]=2)=[N:17][CH:16]=1. The yield is 0.420.